Dataset: Peptide-MHC class I binding affinity with 185,985 pairs from IEDB/IMGT. Task: Regression. Given a peptide amino acid sequence and an MHC pseudo amino acid sequence, predict their binding affinity value. This is MHC class I binding data. (1) The peptide sequence is FFLPIFSEF. The MHC is HLA-A23:01 with pseudo-sequence HLA-A23:01. The binding affinity (normalized) is 1.00. (2) The peptide sequence is RVHFHRFMY. The MHC is HLA-A25:01 with pseudo-sequence HLA-A25:01. The binding affinity (normalized) is 0.0847. (3) The peptide sequence is ETIFTVLAL. The MHC is HLA-A02:12 with pseudo-sequence HLA-A02:12. The binding affinity (normalized) is 0.0847. (4) The peptide sequence is YHDPETAAA. The MHC is HLA-A26:01 with pseudo-sequence HLA-A26:01. The binding affinity (normalized) is 0.213. (5) The peptide sequence is LANVVRKMM. The MHC is Mamu-A02 with pseudo-sequence Mamu-A02. The binding affinity (normalized) is 0.324. (6) The peptide sequence is SNIDFKIKK. The MHC is HLA-A68:02 with pseudo-sequence HLA-A68:02. The binding affinity (normalized) is 0. (7) The peptide sequence is FIASAPQQL. The MHC is HLA-A68:02 with pseudo-sequence HLA-A68:02. The binding affinity (normalized) is 0.671. (8) The peptide sequence is WLKEKHEEL. The MHC is HLA-B07:02 with pseudo-sequence HLA-B07:02. The binding affinity (normalized) is 0.0847. (9) The peptide sequence is RLDRPHTPQ. The MHC is HLA-A02:01 with pseudo-sequence HLA-A02:01. The binding affinity (normalized) is 0. (10) The peptide sequence is MPSVIEKMET. The MHC is HLA-B35:01 with pseudo-sequence HLA-B35:01. The binding affinity (normalized) is 0.452.